From a dataset of Catalyst prediction with 721,799 reactions and 888 catalyst types from USPTO. Predict which catalyst facilitates the given reaction. (1) Reactant: FC(F)(F)S(O[C:7]1[CH:15]=[C:14]2[C:10]([CH:11]=[C:12]([C:23]([O:25][CH3:26])=[O:24])[N:13]2[C:16]([O:18][C:19]([CH3:22])([CH3:21])[CH3:20])=[O:17])=[CH:9][CH:8]=1)(=O)=O.CC1(C)C(C)(C)OB([C:37]2[CH:42]=[CH:41][C:40]([OH:43])=[CH:39][CH:38]=2)O1.C1(P(C2C=CC=CC=2)C2C=CC=CC=2)C=CC=CC=1.P([O-])([O-])([O-])=O.[K+].[K+].[K+].O. Product: [OH:43][C:40]1[CH:41]=[CH:42][C:37]([C:7]2[CH:15]=[C:14]3[C:10]([CH:11]=[C:12]([C:23]([O:25][CH3:26])=[O:24])[N:13]3[C:16]([O:18][C:19]([CH3:21])([CH3:20])[CH3:22])=[O:17])=[CH:9][CH:8]=2)=[CH:38][CH:39]=1. The catalyst class is: 160. (2) Reactant: C(OC([N:8]1[C:11]2([CH2:15][CH2:14][N:13]([C:16]3[C:17]4[CH:24]=[CH:23][NH:22][C:18]=4[N:19]=[CH:20][N:21]=3)[CH2:12]2)[CH:10]([CH3:25])[CH2:9]1)=O)(C)(C)C.Cl.O1CCOCC1.C(Cl)(Cl)Cl. Product: [CH3:25][CH:10]1[C:11]2([CH2:15][CH2:14][N:13]([C:16]3[C:17]4[CH:24]=[CH:23][NH:22][C:18]=4[N:19]=[CH:20][N:21]=3)[CH2:12]2)[NH:8][CH2:9]1. The catalyst class is: 5. (3) Reactant: [C:1]([C:3]1[N:4]=[C:5]2[N:10]=[C:9]([CH3:11])[C:8]([CH2:12][NH:13][C:14](=[O:20])[O:15][C:16]([CH3:19])([CH3:18])[CH3:17])=[C:7]([C:21]3[CH:26]=[CH:25][C:24]([Cl:27])=[CH:23][C:22]=3[Cl:28])[N:6]2[CH:29]=1)#[N:2].[N-:30]=[N+:31]=[N-:32].[Na+].[NH4+].[Cl-]. Product: [Cl:28][C:22]1[CH:23]=[C:24]([Cl:27])[CH:25]=[CH:26][C:21]=1[C:7]1[N:6]2[CH:29]=[C:3]([C:1]3[NH:32][N:31]=[N:30][N:2]=3)[N:4]=[C:5]2[N:10]=[C:9]([CH3:11])[C:8]=1[CH2:12][NH:13][C:14](=[O:20])[O:15][C:16]([CH3:19])([CH3:18])[CH3:17]. The catalyst class is: 31.